Dataset: Peptide-MHC class II binding affinity with 134,281 pairs from IEDB. Task: Regression. Given a peptide amino acid sequence and an MHC pseudo amino acid sequence, predict their binding affinity value. This is MHC class II binding data. (1) The MHC is DRB4_0101 with pseudo-sequence DRB4_0103. The binding affinity (normalized) is 0.283. The peptide sequence is NQAFRNIVNMLHGVR. (2) The peptide sequence is NSFTAPNESYKKQVT. The MHC is HLA-DPA10301-DPB10402 with pseudo-sequence HLA-DPA10301-DPB10402. The binding affinity (normalized) is 0.125. (3) The peptide sequence is AQGKAFYEAVAKAHQ. The MHC is HLA-DQA10104-DQB10503 with pseudo-sequence HLA-DQA10104-DQB10503. The binding affinity (normalized) is 0.533. (4) The peptide sequence is DEAHFLDPASIAARG. The MHC is DRB5_0101 with pseudo-sequence DRB5_0101. The binding affinity (normalized) is 0.560.